From a dataset of Peptide-MHC class II binding affinity with 134,281 pairs from IEDB. Regression. Given a peptide amino acid sequence and an MHC pseudo amino acid sequence, predict their binding affinity value. This is MHC class II binding data. (1) The peptide sequence is FFGQNTAAIAATEAQ. The MHC is HLA-DQA10101-DQB10501 with pseudo-sequence HLA-DQA10101-DQB10501. The binding affinity (normalized) is 0. (2) The peptide sequence is RYANPIAFFRKEPLK. The MHC is HLA-DPA10103-DPB10301 with pseudo-sequence HLA-DPA10103-DPB10301. The binding affinity (normalized) is 0.319. (3) The peptide sequence is INAGFKAALAAAAGVPPADKY. The MHC is DRB1_0901 with pseudo-sequence DRB1_0901. The binding affinity (normalized) is 0.752. (4) The peptide sequence is AKGLNQEILELAQSET. The binding affinity (normalized) is 0. The MHC is DRB5_0101 with pseudo-sequence DRB5_0101.